Dataset: Reaction yield outcomes from USPTO patents with 853,638 reactions. Task: Predict the reaction yield, written as a fraction of the theoretical maximum amount of product (1.0 means a 100% yield; for example, 0.34 means a 34% yield). The reactants are [C:1]1([C:7]#[C:8][C:9]2[CH:14]=[CH:13][N:12]=[C:11]([C:15]([OH:17])=O)[CH:10]=2)[CH:6]=[CH:5][CH:4]=[CH:3][CH:2]=1.CN(C(ON1N=NC2C=CC=CC1=2)=[N+](C)C)C.F[P-](F)(F)(F)(F)F.[NH:42]1[CH:46]=[CH:45][N:44]=[C:43]1[NH:47][C:48]([C:50]1[C:58]2[NH:57][C:56]([NH2:59])=[N:55][C:54]=2[CH:53]=[CH:52][CH:51]=1)=[O:49].C([O-])(O)=O.[Na+]. The catalyst is CN(C=O)C.CCN(C(C)C)C(C)C.O. The product is [NH:44]1[CH:45]=[CH:46][N:42]=[C:43]1[NH:47][C:48]([C:50]1[C:58]2[N:57]=[C:56]([NH:59][C:15]([C:11]3[CH:10]=[C:9]([C:8]#[C:7][C:1]4[CH:2]=[CH:3][CH:4]=[CH:5][CH:6]=4)[CH:14]=[CH:13][N:12]=3)=[O:17])[NH:55][C:54]=2[CH:53]=[CH:52][CH:51]=1)=[O:49]. The yield is 0.430.